Dataset: Forward reaction prediction with 1.9M reactions from USPTO patents (1976-2016). Task: Predict the product of the given reaction. (1) Given the reactants [F:1][C:2]1[CH:3]=[C:4]([CH:8]=[CH:9][CH:10]=1)[C:5]([OH:7])=O.CN(C(ON1N=NC2C=CC=NC1=2)=[N+](C)C)C.F[P-](F)(F)(F)(F)F.C(N(C(C)C)C(C)C)C.[O:44]1[CH2:49][CH2:48][O:47][CH2:46][CH:45]1[C:50]1[C:58]2[S:57][C:56]([NH2:59])=[N:55][C:54]=2[C:53]([O:60][CH3:61])=[CH:52][CH:51]=1, predict the reaction product. The product is: [O:44]1[CH2:49][CH2:48][O:47][CH2:46][CH:45]1[C:50]1[C:58]2[S:57][C:56]([NH:59][C:5](=[O:7])[C:4]3[CH:8]=[CH:9][CH:10]=[C:2]([F:1])[CH:3]=3)=[N:55][C:54]=2[C:53]([O:60][CH3:61])=[CH:52][CH:51]=1. (2) Given the reactants [C:1]([O:5][C:6]([NH:8][C@@H:9]1[C:23](=[O:24])[N:22]2[CH2:25][C@H:26]([O:28][C:29]([N:31]3[CH2:39][C:38]4[C:33](=[CH:34][CH:35]=[CH:36][C:37]=4[F:40])[CH2:32]3)=[O:30])[CH2:27][C@H:21]2[C:20](=[O:41])[NH:19][C@:18]2([C:43](O)=[O:44])[CH2:42][C@H:17]2[CH:16]=[CH:15][CH2:14][CH2:13][O:12][CH2:11][CH2:10]1)=[O:7])([CH3:4])([CH3:3])[CH3:2].N1(C(N2C=CN=C2)=O)C=CN=C1.[CH:58]1([S:61]([NH2:64])(=[O:63])=[O:62])[CH2:60][CH2:59]1.C1CCN2C(=NCCC2)CC1.S([O-])(O)(=O)=O.[K+], predict the reaction product. The product is: [F:40][C:37]1[CH:36]=[CH:35][CH:34]=[C:33]2[C:38]=1[CH2:39][N:31]([C:29]([O:28][C@H:26]1[CH2:25][N:22]3[C:23](=[O:24])[C@@H:9]([NH:8][C:6]([O:5][C:1]([CH3:2])([CH3:3])[CH3:4])=[O:7])[CH2:10][CH2:11][O:12][CH2:13][CH2:14][CH:15]=[CH:16][C@@H:17]4[CH2:42][C@@:18]4([C:43](=[O:44])[NH:64][S:61]([CH:58]4[CH2:60][CH2:59]4)(=[O:63])=[O:62])[NH:19][C:20](=[O:41])[C@@H:21]3[CH2:27]1)=[O:30])[CH2:32]2. (3) Given the reactants [F:1][C:2]1[CH:38]=[CH:37][C:5]([CH2:6][O:7][CH2:8][C:9]([NH:11][CH2:12][C:13]#[C:14][C:15]2[CH:20]=[CH:19][C:18]([S:21](=[O:36])(=[O:35])[NH:22][C:23]3[CH:28]=[C:27]([O:29][CH3:30])[C:26]([O:31][CH3:32])=[C:25]([O:33][CH3:34])[CH:24]=3)=[CH:17][CH:16]=2)=[O:10])=[CH:4][CH:3]=1, predict the reaction product. The product is: [F:1][C:2]1[CH:3]=[CH:4][C:5]([CH2:6][O:7][CH2:8][C:9]([NH:11][CH2:12]/[CH:13]=[CH:14]\[C:15]2[CH:20]=[CH:19][C:18]([S:21](=[O:35])(=[O:36])[NH:22][C:23]3[CH:28]=[C:27]([O:29][CH3:30])[C:26]([O:31][CH3:32])=[C:25]([O:33][CH3:34])[CH:24]=3)=[CH:17][CH:16]=2)=[O:10])=[CH:37][CH:38]=1. (4) Given the reactants S(Cl)(Cl)=O.[OH:5][C@@:6]([C@H:11]1[O:16][CH2:15][CH2:14][N:13]([C:17]2[CH:21]=[CH:20][N:19]([C:22]3[CH:27]=[CH:26][N:25]=[C:24]([O:28][CH3:29])[CH:23]=3)[N:18]=2)[C:12]1=[O:30])([CH3:10])[C:7]([OH:9])=O.[NH2:31][C:32]1[CH:33]=[C:34]2[O:40][N:39]=[C:38]([N:41]3[C:49](=[O:50])[C:48]4[C:43](=[CH:44][CH:45]=[CH:46][CH:47]=4)[C:42]3=[O:51])[C:35]2=[N:36][CH:37]=1, predict the reaction product. The product is: [O:51]=[C:42]1[C:43]2[C:48](=[CH:47][CH:46]=[CH:45][CH:44]=2)[C:49](=[O:50])[N:41]1[C:38]1[C:35]2=[N:36][CH:37]=[C:32]([NH:31][C:7](=[O:9])[C@:6]([OH:5])([C@H:11]3[O:16][CH2:15][CH2:14][N:13]([C:17]4[CH:21]=[CH:20][N:19]([C:22]5[CH:27]=[CH:26][N:25]=[C:24]([O:28][CH3:29])[CH:23]=5)[N:18]=4)[C:12]3=[O:30])[CH3:10])[CH:33]=[C:34]2[O:40][N:39]=1. (5) The product is: [NH:1]1[C:5]2[CH:6]=[CH:7][C:8]([C:10]([N:21]3[CH2:22][CH2:23][CH2:24][C@@H:25]4[C:26]5[CH:27]=[C:28]([OH:29])[C:16]([N+:13]([O-:15])=[O:14])=[CH:17][C:18]=5[CH2:19][C@H:20]34)=[O:12])=[CH:9][C:4]=2[N:3]=[CH:2]1. Given the reactants [NH:1]1[C:5]2[CH:6]=[CH:7][C:8]([C:10]([OH:12])=O)=[CH:9][C:4]=2[N:3]=[CH:2]1.[N+:13]([C:16]1[C:28]([OH:29])=[CH:27][C:26]2[C@@H:25]3[C@@H:20]([NH:21][CH2:22][CH2:23][CH2:24]3)[CH2:19][C:18]=2[CH:17]=1)([O-:15])=[O:14], predict the reaction product. (6) Given the reactants [C:1]1([CH:8]=[CH:7][CH:6]=[C:4]([OH:5])[CH:3]=1)[OH:2].[C:9](O)(=[O:16])[C:10]1[CH:15]=[CH:14][CH:13]=[CH:12][CH:11]=1.B(F)(F)F, predict the reaction product. The product is: [OH:2][C:1]1[CH:3]=[C:4]([OH:5])[CH:6]=[CH:7][C:8]=1[C:9]([C:10]1[CH:15]=[CH:14][CH:13]=[CH:12][CH:11]=1)=[O:16].